From a dataset of Catalyst prediction with 721,799 reactions and 888 catalyst types from USPTO. Predict which catalyst facilitates the given reaction. The catalyst class is: 8. Reactant: [OH-].[Na+].[CH3:3][C:4]([CH3:9])([CH3:8])[C:5](=[O:7])[CH3:6].[O:10]1[C:14]2[CH:15]=[CH:16][C:17]([CH:19]=O)=[CH:18][C:13]=2[O:12][CH2:11]1.C(OCC)(=O)C. Product: [O:10]1[C:14]2[CH:15]=[CH:16][C:17](/[CH:19]=[CH:6]/[C:5](=[O:7])[C:4]([CH3:9])([CH3:8])[CH3:3])=[CH:18][C:13]=2[O:12][CH2:11]1.